Task: Regression. Given two drug SMILES strings and cell line genomic features, predict the synergy score measuring deviation from expected non-interaction effect.. Dataset: NCI-60 drug combinations with 297,098 pairs across 59 cell lines (1) Drug 1: CC12CCC3C(C1CCC2=O)CC(=C)C4=CC(=O)C=CC34C. Drug 2: CCN(CC)CCCC(C)NC1=C2C=C(C=CC2=NC3=C1C=CC(=C3)Cl)OC. Cell line: M14. Synergy scores: CSS=39.8, Synergy_ZIP=1.36, Synergy_Bliss=3.58, Synergy_Loewe=-0.756, Synergy_HSA=3.65. (2) Drug 1: CC1=C(C(=CC=C1)Cl)NC(=O)C2=CN=C(S2)NC3=CC(=NC(=N3)C)N4CCN(CC4)CCO. Drug 2: CN1C=C(C=N1)C2=C3N=C(C(=C(N3N=C2)N)Br)C4CCCNC4. Cell line: SK-OV-3. Synergy scores: CSS=70.0, Synergy_ZIP=0.286, Synergy_Bliss=1.02, Synergy_Loewe=4.64, Synergy_HSA=7.01. (3) Drug 1: C1CN1C2=NC(=NC(=N2)N3CC3)N4CC4. Drug 2: C1CC(=O)NC(=O)C1N2CC3=C(C2=O)C=CC=C3N. Cell line: TK-10. Synergy scores: CSS=7.66, Synergy_ZIP=-3.30, Synergy_Bliss=-0.526, Synergy_Loewe=-4.05, Synergy_HSA=-1.61. (4) Drug 1: CC12CCC3C(C1CCC2=O)CC(=C)C4=CC(=O)C=CC34C. Drug 2: CNC(=O)C1=NC=CC(=C1)OC2=CC=C(C=C2)NC(=O)NC3=CC(=C(C=C3)Cl)C(F)(F)F. Cell line: NCI-H522. Synergy scores: CSS=21.1, Synergy_ZIP=2.22, Synergy_Bliss=1.40, Synergy_Loewe=0.958, Synergy_HSA=1.97. (5) Cell line: SNB-75. Synergy scores: CSS=6.02, Synergy_ZIP=-1.45, Synergy_Bliss=3.46, Synergy_Loewe=-3.51, Synergy_HSA=2.97. Drug 2: C1CN(P(=O)(OC1)NCCCl)CCCl. Drug 1: C1CN1P(=S)(N2CC2)N3CC3. (6) Drug 1: CC1C(C(CC(O1)OC2CC(CC3=C2C(=C4C(=C3O)C(=O)C5=C(C4=O)C(=CC=C5)OC)O)(C(=O)CO)O)N)O.Cl. Drug 2: CC1OCC2C(O1)C(C(C(O2)OC3C4COC(=O)C4C(C5=CC6=C(C=C35)OCO6)C7=CC(=C(C(=C7)OC)O)OC)O)O. Cell line: UO-31. Synergy scores: CSS=14.4, Synergy_ZIP=-0.722, Synergy_Bliss=4.08, Synergy_Loewe=4.88, Synergy_HSA=3.79. (7) Drug 1: C1CN1C2=NC(=NC(=N2)N3CC3)N4CC4. Drug 2: C1=C(C(=O)NC(=O)N1)F. Cell line: K-562. Synergy scores: CSS=44.0, Synergy_ZIP=-8.01, Synergy_Bliss=-4.89, Synergy_Loewe=-6.17, Synergy_HSA=-1.87. (8) Drug 1: CC1C(C(CC(O1)OC2CC(CC3=C2C(=C4C(=C3O)C(=O)C5=C(C4=O)C(=CC=C5)OC)O)(C(=O)C)O)N)O.Cl. Drug 2: C1=CN(C=N1)CC(O)(P(=O)(O)O)P(=O)(O)O. Cell line: MOLT-4. Synergy scores: CSS=4.43, Synergy_ZIP=-20.1, Synergy_Bliss=-37.2, Synergy_Loewe=-69.0, Synergy_HSA=-36.7. (9) Drug 1: C1=CC(=CC=C1C#N)C(C2=CC=C(C=C2)C#N)N3C=NC=N3. Synergy scores: CSS=3.21, Synergy_ZIP=-2.72, Synergy_Bliss=-4.95, Synergy_Loewe=-0.272, Synergy_HSA=-3.12. Drug 2: CN1C2=C(C=C(C=C2)N(CCCl)CCCl)N=C1CCCC(=O)O.Cl. Cell line: NCI/ADR-RES.